From a dataset of Forward reaction prediction with 1.9M reactions from USPTO patents (1976-2016). Predict the product of the given reaction. (1) Given the reactants [CH2:1]=[CH:2][C:3]1[CH2:23][S:22][C@@H:6]2[C@H:7]([NH:10][C:11](/[C:13](/[C:16]3[N:20]=[C:19]([NH2:21])[S:18][CH:17]=3)=[N:14]\[OH:15])=[O:12])[C:8](=[O:9])[N:5]2[C:4]=1[C:24]([OH:26])=[O:25].C(=O)(O)[O-:28].[Na+].C, predict the reaction product. The product is: [CH2:1]=[CH:2][C:3]1[CH2:23][S:22][C@@H:6]2[C@H:7]([NH:10][C:11](/[C:13](/[C:16]3[N:20]=[C:19]([NH2:21])[S:18][CH:17]=3)=[N:14]\[OH:15])=[O:12])[C:8](=[O:9])[N:5]2[C:4]=1[C:24]([OH:26])=[O:25].[OH2:28]. (2) Given the reactants Cl[C:2]1[N:7]=[CH:6][C:5]([O:8][C:9]2[CH:10]=[C:11]([N:15]3[CH2:20][CH2:19][O:18][CH2:17][CH2:16]3)[CH:12]=[CH:13][CH:14]=2)=[CH:4][C:3]=1[F:21].[F:22][C:23]1[CH:29]=[C:28]([F:30])[C:27]([O:31][CH3:32])=[CH:26][C:24]=1[NH2:25].C1(P(C2C=CC=CC=2)C2C3OC4C(=CC=CC=4P(C4C=CC=CC=4)C4C=CC=CC=4)C(C)(C)C=3C=CC=2)C=CC=CC=1.C(=O)([O-])[O-].[Cs+].[Cs+], predict the reaction product. The product is: [F:22][C:23]1[CH:29]=[C:28]([F:30])[C:27]([O:31][CH3:32])=[CH:26][C:24]=1[NH:25][C:2]1[C:3]([F:21])=[CH:4][C:5]([O:8][C:9]2[CH:14]=[CH:13][CH:12]=[C:11]([N:15]3[CH2:20][CH2:19][O:18][CH2:17][CH2:16]3)[CH:10]=2)=[CH:6][N:7]=1. (3) The product is: [CH2:35]([O:30][C:29]([CH:26]1[CH2:25][CH2:24][N:23]([CH2:22][CH2:21][O:20][C:19]2[CH:32]=[CH:33][C:16]([NH:15][C:12]3[N:11]=[CH:10][C:9]([C:6]4[CH:5]=[CH:4][C:3]([O:2][CH3:1])=[CH:8][CH:7]=4)=[CH:14][N:13]=3)=[CH:17][CH:18]=2)[CH2:28][CH2:27]1)=[O:31])[CH3:36]. Given the reactants [CH3:1][O:2][C:3]1[CH:8]=[CH:7][C:6]([C:9]2[CH:10]=[N:11][C:12]([NH:15][C:16]3[CH:33]=[CH:32][C:19]([O:20][CH2:21][CH2:22][N:23]4[CH2:28][CH2:27][CH:26]([C:29]([OH:31])=[O:30])[CH2:25][CH2:24]4)=[CH:18][CH:17]=3)=[N:13][CH:14]=2)=[CH:5][CH:4]=1.Cl[CH2:35][CH2:36]OC1C=CC(NC2N=CC(C3C=CC(OC)=CC=3)=CN=2)=CC=1.[I-].[Na+].N1CCC(C(OCC)=O)CC1, predict the reaction product. (4) Given the reactants C(OC(=O)[NH:7][C@@H:8]([CH2:11][NH:12][C:13]1[C:22]2[C:17](=[CH:18][CH:19]=[CH:20][CH:21]=2)[N:16]=[C:15]([C:23]2[CH:28]=[C:27]([OH:29])[CH:26]=[CH:25][C:24]=2[OH:30])[N:14]=1)[CH2:9][CH3:10])(C)(C)C.C(=O)([O-])[O-].[K+].[K+].Cl.Cl[CH2:40][CH2:41][N:42]1[CH2:47][CH2:46][O:45][CH2:44][CH2:43]1, predict the reaction product. The product is: [NH2:7][C@H:8]([CH2:9][CH3:10])[CH2:11][NH:12][C:13]1[C:22]2[C:17](=[CH:18][CH:19]=[CH:20][CH:21]=2)[N:16]=[C:15]([C:23]2[CH:28]=[C:27]([O:29][CH2:40][CH2:41][N:42]3[CH2:47][CH2:46][O:45][CH2:44][CH2:43]3)[CH:26]=[CH:25][C:24]=2[OH:30])[N:14]=1. (5) Given the reactants C[O-:2].[Na+].C(O[C:7]([CH:9]1[C:15](=O)[CH2:14][CH2:13][N:12]([C:17]2[C:22]([C:23]([F:26])([F:25])[F:24])=[CH:21][CH:20]=[CH:19][N:18]=2)[CH2:11][CH2:10]1)=[O:8])C.Cl[CH2:28][C:29]([NH2:31])=[NH:30], predict the reaction product. The product is: [OH:2][CH2:28][C:29]1[N:31]=[C:7]([OH:8])[C:9]2[CH2:10][CH2:11][N:12]([C:17]3[C:22]([C:23]([F:24])([F:25])[F:26])=[CH:21][CH:20]=[CH:19][N:18]=3)[CH2:13][CH2:14][C:15]=2[N:30]=1.